This data is from Forward reaction prediction with 1.9M reactions from USPTO patents (1976-2016). The task is: Predict the product of the given reaction. (1) Given the reactants Cl.[C:2]([C:6]1[CH:16]=[CH:15][CH:14]=[CH:13][C:7]=1[O:8][CH2:9][CH2:10][NH:11][CH3:12])([CH3:5])([CH3:4])[CH3:3].CCN(CC)CC.[N:24]([C:27]1[CH:36]=[CH:35][CH:34]=[CH:33][C:28]=1[C:29]([O:31][CH3:32])=[O:30])=[C:25]=[O:26], predict the reaction product. The product is: [C:2]([C:6]1[CH:16]=[CH:15][CH:14]=[CH:13][C:7]=1[O:8][CH2:9][CH2:10][N:11]([CH3:12])[C:25](=[O:26])[NH:24][C:27]1[CH:36]=[CH:35][CH:34]=[CH:33][C:28]=1[C:29]([O:31][CH3:32])=[O:30])([CH3:5])([CH3:3])[CH3:4]. (2) Given the reactants [F:1][C:2]1[CH:3]=[C:4]([CH:21]=[CH:22][C:23]=1[F:24])[CH2:5][NH:6][C:7]([C:9]1[CH:14]=[C:13]([C:15]([OH:17])=[O:16])[N:12]2[N:18]=[CH:19][CH:20]=[C:11]2[N:10]=1)=[O:8].[Si](C=[N+]=[N-])(C)(C)[CH3:26], predict the reaction product. The product is: [CH3:26][O:16][C:15]([C:13]1[N:12]2[N:18]=[CH:19][CH:20]=[C:11]2[N:10]=[C:9]([C:7](=[O:8])[NH:6][CH2:5][C:4]2[CH:21]=[CH:22][C:23]([F:24])=[C:2]([F:1])[CH:3]=2)[CH:14]=1)=[O:17].